This data is from Forward reaction prediction with 1.9M reactions from USPTO patents (1976-2016). The task is: Predict the product of the given reaction. (1) Given the reactants Cl.Cl.[NH:3]1[CH2:6][CH:5]([C:7]2[C:8]([O:28][CH3:29])=[C:9]([CH:15]([N:17]3[C:21]4=[N:22][CH:23]=[N:24][C:25]([NH2:26])=[C:20]4[C:19]([CH3:27])=[N:18]3)[CH3:16])[CH:10]=[C:11]([Cl:14])[C:12]=2[CH3:13])[CH2:4]1.FC(F)(F)S(O[CH2:36][C:37]([F:40])([F:39])[F:38])(=O)=O.C(N(CC)CC)C, predict the reaction product. The product is: [Cl:14][C:11]1[C:12]([CH3:13])=[C:7]([CH:5]2[CH2:4][N:3]([CH2:36][C:37]([F:40])([F:39])[F:38])[CH2:6]2)[C:8]([O:28][CH3:29])=[C:9]([CH:15]([N:17]2[C:21]3=[N:22][CH:23]=[N:24][C:25]([NH2:26])=[C:20]3[C:19]([CH3:27])=[N:18]2)[CH3:16])[CH:10]=1. (2) Given the reactants [OH:1][C:2]1[CH:10]=[C:9]2[C:5]([CH2:6][CH2:7][C@:8]2([CH2:12][C:13]([OH:15])=[O:14])[CH3:11])=[CH:4][CH:3]=1.S(=O)(=O)(O)O.[C:21](=O)(O)[O-].[Na+], predict the reaction product. The product is: [OH:1][C:2]1[CH:10]=[C:9]2[C:5]([CH2:6][CH2:7][C@:8]2([CH2:12][C:13]([O:15][CH3:21])=[O:14])[CH3:11])=[CH:4][CH:3]=1.